From a dataset of Forward reaction prediction with 1.9M reactions from USPTO patents (1976-2016). Predict the product of the given reaction. Given the reactants [C:1]1([Mg]Br)[CH:6]=[CH:5][CH:4]=[CH:3][CH:2]=1.Cl[C:10]1[CH:15]=[CH:14][N:13]=[C:12]([S:16][CH3:17])[N:11]=1, predict the reaction product. The product is: [CH3:17][S:16][C:12]1[N:13]=[C:14]([C:1]2[CH:6]=[CH:5][CH:4]=[CH:3][CH:2]=2)[CH:15]=[CH:10][N:11]=1.